This data is from Catalyst prediction with 721,799 reactions and 888 catalyst types from USPTO. The task is: Predict which catalyst facilitates the given reaction. (1) Reactant: F[C:2]1[CH:3]=[N:4][CH:5]=[CH:6][C:7]=1[C:8]1[O:9][C:10]2[CH:16]=[CH:15][C:14]([C:17]([F:20])([F:19])[F:18])=[CH:13][C:11]=2[N:12]=1.[Br:21][C:22]1[CH:26]=[CH:25][NH:24][N:23]=1.C(=O)([O-])[O-].[K+].[K+].CN(C=O)C. Product: [Br:21][C:22]1[CH:26]=[CH:25][N:24]([C:2]2[CH:3]=[N:4][CH:5]=[CH:6][C:7]=2[C:8]2[O:9][C:10]3[CH:16]=[CH:15][C:14]([C:17]([F:20])([F:19])[F:18])=[CH:13][C:11]=3[N:12]=2)[N:23]=1. The catalyst class is: 6. (2) Reactant: [CH2:1]([N:5]([C:15]1[N:16]([C:24]2[CH:29]=[CH:28][C:27]([Cl:30])=[CH:26][CH:25]=2)[N:17]=[C:18]2[C:23]=1[CH:22]=[CH:21][CH:20]=[CH:19]2)C(NC1CCCCC1)=O)[CH2:2][CH2:3][CH3:4].C1(N)CCC1. The catalyst class is: 60. Product: [Cl:30][C:27]1[CH:26]=[CH:25][C:24]([N:16]2[C:15]([NH:5][CH:1]3[CH2:2][CH2:3][CH2:4]3)=[C:23]3[C:18]([CH:19]=[CH:20][CH:21]=[CH:22]3)=[N:17]2)=[CH:29][CH:28]=1. (3) Reactant: [OH:1][C:2]1[CH:7]=[CH:6][C:5]([C:8]2[CH:13]=[CH:12][C:11]([C:14]#[N:15])=[CH:10][CH:9]=2)=[CH:4][CH:3]=1.C(=O)([O-])[O-].[K+].[K+].[CH2:22]([O:24][C:25]([C:27]1([CH2:42]OS(C2C=CC(C)=CC=2)(=O)=O)[CH2:31][CH2:30][N:29]([C:32](=[O:41])[C:33]2[CH:38]=[CH:37][C:36]([O:39][CH3:40])=[CH:35][CH:34]=2)[CH2:28]1)=[O:26])[CH3:23]. Product: [CH2:22]([O:24][C:25]([C:27]1([CH2:42][O:1][C:2]2[CH:3]=[CH:4][C:5]([C:8]3[CH:13]=[CH:12][C:11]([C:14]#[N:15])=[CH:10][CH:9]=3)=[CH:6][CH:7]=2)[CH2:31][CH2:30][N:29]([C:32](=[O:41])[C:33]2[CH:34]=[CH:35][C:36]([O:39][CH3:40])=[CH:37][CH:38]=2)[CH2:28]1)=[O:26])[CH3:23]. The catalyst class is: 16.